Dataset: Catalyst prediction with 721,799 reactions and 888 catalyst types from USPTO. Task: Predict which catalyst facilitates the given reaction. (1) Reactant: [OH:1][CH2:2][CH2:3][O:4][CH2:5][C:6]1[CH:11]=[CH:10][C:9]([C:12]#[C:13][C:14]2[CH:39]=[CH:38][C:17]([C:18]([N:20]([CH3:37])[C@:21]([CH3:36])([C:26]([NH:28][O:29][CH:30]3[CH2:35][CH2:34][CH2:33][CH2:32][O:31]3)=[O:27])[C:22]([NH:24][CH3:25])=[O:23])=[O:19])=[CH:16][CH:15]=2)=[CH:8][CH:7]=1.N1C=CC=CC=1.[C:46](OC(=O)C)(=[O:48])[CH3:47].CO. Product: [C:46]([O:1][CH2:2][CH2:3][O:4][CH2:5][C:6]1[CH:11]=[CH:10][C:9]([C:12]#[C:13][C:14]2[CH:39]=[CH:38][C:17]([C:18]([N:20]([CH3:37])[C@:21]([CH3:36])([C:26]([NH:28][O:29][CH:30]3[CH2:35][CH2:34][CH2:33][CH2:32][O:31]3)=[O:27])[C:22]([NH:24][CH3:25])=[O:23])=[O:19])=[CH:16][CH:15]=2)=[CH:8][CH:7]=1)(=[O:48])[CH3:47]. The catalyst class is: 69. (2) Reactant: [CH2:1]([O:3][C:4]1[N:8]=[C:7]([CH:9]2[CH2:14][CH:13]([C:15]3[CH:20]=[CH:19][C:18]([O:21][C:22]([F:25])([F:24])[F:23])=[C:17]([F:26])[CH:16]=3)[CH2:12][NH:11][CH2:10]2)[O:6][N:5]=1)[CH3:2].C(N(CC)CC)C.Cl[C:35]([O:37][C:38]1[CH:43]=[CH:42][C:41]([N+:44]([O-:46])=[O:45])=[CH:40][CH:39]=1)=[O:36].O. Product: [CH2:1]([O:3][C:4]1[N:8]=[C:7]([CH:9]2[CH2:14][CH:13]([C:15]3[CH:20]=[CH:19][C:18]([O:21][C:22]([F:25])([F:23])[F:24])=[C:17]([F:26])[CH:16]=3)[CH2:12][N:11]([C:35]([O:37][C:38]3[CH:39]=[CH:40][C:41]([N+:44]([O-:46])=[O:45])=[CH:42][CH:43]=3)=[O:36])[CH2:10]2)[O:6][N:5]=1)[CH3:2]. The catalyst class is: 4. (3) Reactant: Cl.[F:2][C:3]1[CH:8]=[CH:7][C:6]([C:9]2[S:17][C:16]3[C:15](=[O:18])[N:14]([CH:19]4[CH2:24][CH2:23][NH:22][CH2:21][CH2:20]4)[C:13](=[O:25])[N:12]([CH2:26][C:27]4[O:31][N:30]=[C:29]([CH2:32][O:33][CH3:34])[N:28]=4)[C:11]=3[CH:10]=2)=[C:5]([O:35][CH3:36])[CH:4]=1.[CH2:37]([O:39][C:40]1[C:49]([O:50][CH3:51])=[CH:48][C:47]2[C:46]([C:52]3[CH:60]=[CH:59][C:55]([C:56](O)=[O:57])=[CH:54][CH:53]=3)=[N:45][C@@H:44]3[CH2:61][CH2:62][S:63][CH2:64][C@@H:43]3[C:42]=2[CH:41]=1)[CH3:38].CN(C(ON1N=NC2C=CC=CC1=2)=[N+](C)C)C.F[P-](F)(F)(F)(F)F.CCN(C(C)C)C(C)C. Product: [CH2:37]([O:39][C:40]1[C:49]([O:50][CH3:51])=[CH:48][C:47]2[C:46]([C:52]3[CH:53]=[CH:54][C:55]([C:56]([N:22]4[CH2:23][CH2:24][CH:19]([N:14]5[C:15](=[O:18])[C:16]6[S:17][C:9]([C:6]7[CH:7]=[CH:8][C:3]([F:2])=[CH:4][C:5]=7[O:35][CH3:36])=[CH:10][C:11]=6[N:12]([CH2:26][C:27]6[O:31][N:30]=[C:29]([CH2:32][O:33][CH3:34])[N:28]=6)[C:13]5=[O:25])[CH2:20][CH2:21]4)=[O:57])=[CH:59][CH:60]=3)=[N:45][C@@H:44]3[CH2:61][CH2:62][S:63][CH2:64][C@@H:43]3[C:42]=2[CH:41]=1)[CH3:38]. The catalyst class is: 2.